Predict which catalyst facilitates the given reaction. From a dataset of Catalyst prediction with 721,799 reactions and 888 catalyst types from USPTO. (1) Reactant: [Cl:1][C:2]1[CH:3]=[CH:4][C:5]([C:12]2[C:13]([CH3:26])=[N:14][O:15][C:16]=2[C@@H:17]([NH:19][S@](C(C)(C)C)=O)[CH3:18])=[C:6]([CH:11]=1)[C:7](OC)=[O:8].Cl.C([Mg]Cl)(C)C. Product: [Cl:1][C:2]1[CH:3]=[CH:4][C:5]2[C:12]3[C:13]([CH3:26])=[N:14][O:15][C:16]=3[C@H:17]([CH3:18])[NH:19][C:7](=[O:8])[C:6]=2[CH:11]=1. The catalyst class is: 5. (2) Reactant: [OH:1][C:2]([C:5]1[CH:13]=[CH:12][C:8]([C:9]([OH:11])=O)=[CH:7][C:6]=1[O:14][CH3:15])([CH3:4])[CH3:3].[CH:16]1[N:24]2[C:19]([C:20]3([CH2:33][CH2:32][NH:31][CH2:30][CH2:29]3)[O:21][C:22]3[CH:28]=[CH:27][CH:26]=[CH:25][C:23]=32)=[CH:18][CH:17]=1.C(N(CC)CC)C.C(Cl)CCl. Product: [OH:1][C:2]([C:5]1[CH:13]=[CH:12][C:8]([C:9]([N:31]2[CH2:30][CH2:29][C:20]3([O:21][C:22]4[CH:28]=[CH:27][CH:26]=[CH:25][C:23]=4[N:24]4[CH:16]=[CH:17][CH:18]=[C:19]34)[CH2:33][CH2:32]2)=[O:11])=[CH:7][C:6]=1[O:14][CH3:15])([CH3:3])[CH3:4]. The catalyst class is: 2.